This data is from Catalyst prediction with 721,799 reactions and 888 catalyst types from USPTO. The task is: Predict which catalyst facilitates the given reaction. (1) Reactant: Cl[C:2]1[C:11]2=[N:12][N:13](CC3C=CC(OC)=CC=3)[CH:14]=[C:10]2[C:9]2[CH:8]=[C:7]([O:24][CH3:25])[CH:6]=[CH:5][C:4]=2[N:3]=1.[F:26][CH:27]([F:38])[O:28][C:29]1[CH:35]=[CH:34][C:32]([NH2:33])=[CH:31][C:30]=1[O:36][CH3:37].Cl. Product: [F:26][CH:27]([F:38])[O:28][C:29]1[CH:35]=[CH:34][C:32]([NH:33][C:2]2[C:11]3=[N:12][NH:13][CH:14]=[C:10]3[C:9]3[CH:8]=[C:7]([O:24][CH3:25])[CH:6]=[CH:5][C:4]=3[N:3]=2)=[CH:31][C:30]=1[O:36][CH3:37]. The catalyst class is: 71. (2) Reactant: I[CH:2]([OH:9])[C:3]1[CH:8]=[CH:7][CH:6]=[CH:5][CH:4]=1.[CH3:10][O:11][C:12]1[CH:17]=[CH:16][C:15]([C:18]2[CH:23]=[CH:22][C:21]([NH:24][C:25](=[O:28])[C:26]#[CH:27])=[CH:20][CH:19]=2)=[CH:14][CH:13]=1. Product: [CH3:10][O:11][C:12]1[CH:13]=[CH:14][C:15]([C:18]2[CH:23]=[CH:22][C:21]([NH:24][C:25](=[O:28])[C:26]#[C:27][C:6]3[CH:7]=[CH:8][C:3]([CH2:2][OH:9])=[CH:4][CH:5]=3)=[CH:20][CH:19]=2)=[CH:16][CH:17]=1. The catalyst class is: 429.